From a dataset of Peptide-MHC class I binding affinity with 185,985 pairs from IEDB/IMGT. Regression. Given a peptide amino acid sequence and an MHC pseudo amino acid sequence, predict their binding affinity value. This is MHC class I binding data. (1) The peptide sequence is RTSKASLER. The MHC is HLA-A02:02 with pseudo-sequence HLA-A02:02. The binding affinity (normalized) is 0. (2) The peptide sequence is YPKIYKTYF. The MHC is HLA-B53:01 with pseudo-sequence HLA-B53:01. The binding affinity (normalized) is 0.0522. (3) The peptide sequence is QSGRQPTPL. The MHC is Patr-A0301 with pseudo-sequence YYAMYQENMASTDVDTLYIIYRDYTWAALAYRWY. The binding affinity (normalized) is 0. (4) The peptide sequence is QQSEARRML. The MHC is HLA-A26:01 with pseudo-sequence HLA-A26:01. The binding affinity (normalized) is 0.0847.